From a dataset of CYP2C9 inhibition data for predicting drug metabolism from PubChem BioAssay. Regression/Classification. Given a drug SMILES string, predict its absorption, distribution, metabolism, or excretion properties. Task type varies by dataset: regression for continuous measurements (e.g., permeability, clearance, half-life) or binary classification for categorical outcomes (e.g., BBB penetration, CYP inhibition). Dataset: cyp2c9_veith. The compound is Cc1noc(C)c1-c1nc(N(C)C)c2ccccc2n1. The result is 0 (non-inhibitor).